Dataset: Forward reaction prediction with 1.9M reactions from USPTO patents (1976-2016). Task: Predict the product of the given reaction. (1) Given the reactants [C:1]1([C:26]2[CH:31]=[CH:30][CH:29]=[CH:28][CH:27]=2)[CH:6]=[CH:5][C:4]([C:7]2[O:8][C:9]([CH3:25])=[C:10]([CH2:12][CH2:13][O:14]S(C3C(C)=CC=CC=3)(=O)=O)[N:11]=2)=[CH:3][CH:2]=1.C([O:34][C:35](=[O:55])[C:36]([CH3:54])([O:47][C:48]1[CH:53]=[CH:52][CH:51]=[CH:50][CH:49]=1)[CH2:37][C:38]1[CH:43]=[CH:42][C:41](O)=[C:40]([O:45][CH3:46])[CH:39]=1)C, predict the reaction product. The product is: [C:1]1([C:26]2[CH:27]=[CH:28][CH:29]=[CH:30][CH:31]=2)[CH:2]=[CH:3][C:4]([C:7]2[O:8][C:9]([CH3:25])=[C:10]([CH2:12][CH2:13][O:14][C:41]3[CH:42]=[CH:43][C:38]([CH2:37][C:36]([CH3:54])([O:47][C:48]4[CH:49]=[CH:50][CH:51]=[CH:52][CH:53]=4)[C:35]([OH:55])=[O:34])=[CH:39][C:40]=3[O:45][CH3:46])[N:11]=2)=[CH:5][CH:6]=1. (2) The product is: [CH:21]1([CH2:20][N:1]2[C:9]3[CH:8]=[C:7]([C:10]([O:12][C:13]([CH3:16])([CH3:15])[CH3:14])=[O:11])[N:6]=[CH:5][C:4]=3[CH:3]=[CH:2]2)[CH2:23][CH2:22]1. Given the reactants [NH:1]1[C:9]2[CH:8]=[C:7]([C:10]([O:12][C:13]([CH3:16])([CH3:15])[CH3:14])=[O:11])[N:6]=[CH:5][C:4]=2[CH:3]=[CH:2]1.[H-].[Na+].Br[CH2:20][CH:21]1[CH2:23][CH2:22]1, predict the reaction product. (3) Given the reactants [N:1]1[CH:6]=[CH:5][CH:4]=[CH:3][C:2]=1[O:7][CH:8]1[CH2:13][CH2:12][N:11](C(OC(C)(C)C)=O)[CH2:10][CH2:9]1.[ClH:21], predict the reaction product. The product is: [ClH:21].[ClH:21].[NH:11]1[CH2:12][CH2:13][CH:8]([O:7][C:2]2[CH:3]=[CH:4][CH:5]=[CH:6][N:1]=2)[CH2:9][CH2:10]1. (4) Given the reactants [CH:1]1([C:7]([C:20]2[CH:25]=[CH:24][CH:23]=[CH:22][CH:21]=2)([C:9]2[N:13](CN3CCCC3)[N:12]=[CH:11][N:10]=2)[OH:8])[CH2:6][CH2:5][CH2:4][CH2:3][CH2:2]1.[BH4-].[Na+], predict the reaction product. The product is: [CH:20]1([C:7]([C:1]2[CH:6]=[CH:5][CH:4]=[CH:3][CH:2]=2)([C:9]2[N:10]=[CH:11][NH:12][N:13]=2)[OH:8])[CH2:21][CH2:22][CH2:23][CH2:24][CH2:25]1. (5) Given the reactants [CH3:1][C:2]1[N:10]=[CH:9][N:8]=[C:7]2[C:3]=1[N:4]=[CH:5][N:6]2[C@@H:11]1[O:17][C@@H:16]([CH3:18])[C@@H:14]([OH:15])[C@H:12]1[OH:13].CC1N=CN=C2C=1N=CN2[C@@H]1O[C@H](CI)[C@@H](O)[C@H]1O.CC(N=NC(C#N)(C)C)(C#N)C.C([SnH](CCCC)CCCC)CCC, predict the reaction product. The product is: [CH3:1][C:2]1[N:10]=[CH:9][N:8]=[C:7]2[C:3]=1[N:4]=[CH:5][N:6]2[C@@H:11]1[O:17][C@H:16]([CH3:18])[C@@H:14]([OH:15])[C@H:12]1[OH:13]. (6) Given the reactants [S:1]([N:11]1[CH:15]=[CH:14][C:13]([C:16]([OH:18])=[O:17])=[CH:12]1)([C:4]1[CH:10]=[CH:9][C:7]([CH3:8])=[CH:6][CH:5]=1)(=[O:3])=[O:2].[C:19]1([CH3:25])[CH:24]=CC=C[CH:20]=1.C(OC(OC(C)(C)C)N(C)C)(C)(C)C, predict the reaction product. The product is: [S:1]([N:11]1[CH:15]=[CH:14][C:13]([C:16]([O:18][C:19]([CH3:25])([CH3:24])[CH3:20])=[O:17])=[CH:12]1)([C:4]1[CH:5]=[CH:6][C:7]([CH3:8])=[CH:9][CH:10]=1)(=[O:2])=[O:3]. (7) Given the reactants [O:1]=[C:2]1[CH2:6][CH2:5][C:4](=[O:7])[N:3]1[CH2:8][C:9]1[CH:18]=[C:17]2[C:12]([C:13]([C:21]3[CH:26]=[CH:25][C:24]([F:27])=[CH:23][CH:22]=3)=[CH:14][C:15]([C:19]#[N:20])=[N:16]2)=[CH:11][CH:10]=1.C([O-])([O-])=[O:29].C([O-])([O-])=O.OO.OO.OO.[Na+].[Na+].[Na+].[Na+].[NH4+].[Cl-], predict the reaction product. The product is: [O:7]=[C:4]1[CH2:5][CH2:6][C:2](=[O:1])[N:3]1[CH2:8][C:9]1[CH:18]=[C:17]2[C:12]([C:13]([C:21]3[CH:22]=[CH:23][C:24]([F:27])=[CH:25][CH:26]=3)=[CH:14][C:15]([C:19]([NH2:20])=[O:29])=[N:16]2)=[CH:11][CH:10]=1. (8) Given the reactants C(O)C.O.C(O)(=O)C.[Cl:9][C:10]1[CH:30]=[CH:29][C:13]2=[N:14][O:15][C:16]([C:17]3[CH:22]=[C:21]([O:23][CH3:24])[C:20]([O:25][CH3:26])=[C:19]([O:27][CH3:28])[CH:18]=3)=[C:12]2[CH:11]=1, predict the reaction product. The product is: [NH2:14][C:13]1[CH:29]=[CH:30][C:10]([Cl:9])=[CH:11][C:12]=1[C:16]([C:17]1[CH:22]=[C:21]([O:23][CH3:24])[C:20]([O:25][CH3:26])=[C:19]([O:27][CH3:28])[CH:18]=1)=[O:15]. (9) Given the reactants ClC1C=CC(C2C3C=C(OCC(=O)NC4C=CC=CC=4)C=CC=3N3C(C)=NN=C3[C@H](CC(NCC)=O)N=2)=CC=1.[Cl:40][C:41]1[CH:46]=[CH:45][C:44]([C:47]2[C:53]3[CH:54]=[C:55]([O:58][CH2:59][CH2:60][CH2:61][CH2:62][C:63]([OH:65])=O)[CH:56]=[CH:57][C:52]=3[N:51]3[C:66]([CH3:69])=[N:67][N:68]=[C:50]3[C@H:49]([CH2:70][C:71]([NH:73][CH2:74][CH3:75])=[O:72])[N:48]=2)=[CH:43][CH:42]=1.[NH2:76][C:77]1[CH:82]=[CH:81][CH:80]=[C:79]([OH:83])[C:78]=1[OH:84], predict the reaction product. The product is: [Cl:40][C:41]1[CH:46]=[CH:45][C:44]([C:47]2[C:53]3[CH:54]=[C:55]([O:58][CH2:59][CH2:60][CH2:61][CH2:62][C:63]([NH:76][C:77]4[CH:82]=[CH:81][CH:80]=[C:79]([OH:83])[C:78]=4[OH:84])=[O:65])[CH:56]=[CH:57][C:52]=3[N:51]3[C:66]([CH3:69])=[N:67][N:68]=[C:50]3[C@H:49]([CH2:70][C:71]([NH:73][CH2:74][CH3:75])=[O:72])[N:48]=2)=[CH:43][CH:42]=1. (10) Given the reactants [Br:1][C:2]1[CH:18]=[CH:17][C:5]([O:6][Si:7]([CH:14]([CH3:16])[CH3:15])([CH:11]([CH3:13])[CH3:12])[CH:8]([CH3:10])[CH3:9])=[C:4]([F:19])[CH:3]=1.[C:20](=O)=O.CC(C)=O.[Li+].CC([N-]C(C)C)C.C(C1C=CC=CC=1)C.CI, predict the reaction product. The product is: [Br:1][C:2]1[CH:18]=[CH:17][C:5]([O:6][Si:7]([CH:14]([CH3:16])[CH3:15])([CH:8]([CH3:9])[CH3:10])[CH:11]([CH3:12])[CH3:13])=[C:4]([F:19])[C:3]=1[CH3:20].